From a dataset of Catalyst prediction with 721,799 reactions and 888 catalyst types from USPTO. Predict which catalyst facilitates the given reaction. Reactant: [CH3:1][C:2]1[CH:7]=[CH:6][CH:5]=[CH:4][C:3]=1[C:8]1[O:12][N:11]=[CH:10][C:9]=1[C:13]([OH:15])=O.CN(C(ON1N=NC2C=CC=CC1=2)=[N+](C)C)C.[B-](F)(F)(F)F.Cl.[NH:39]1[CH2:44][CH2:43][CH2:42][C@@H:41]([C:45]([OH:48])([CH3:47])[CH3:46])[CH2:40]1.C(N(CC)CC)C. Product: [CH3:1][C:2]1[CH:7]=[CH:6][CH:5]=[CH:4][C:3]=1[C:8]1[O:12][N:11]=[CH:10][C:9]=1[C:13]([N:39]1[CH2:44][CH2:43][CH2:42][C@@H:41]([C:45]([OH:48])([CH3:47])[CH3:46])[CH2:40]1)=[O:15]. The catalyst class is: 91.